Dataset: Retrosynthesis with 50K atom-mapped reactions and 10 reaction types from USPTO. Task: Predict the reactants needed to synthesize the given product. Given the product Cc1cc(Cl)ccc1C(CC(C)C)NC(=O)Cc1ccc(O)cc1, predict the reactants needed to synthesize it. The reactants are: Cc1cc(Cl)ccc1C(N)CC(C)C.O=C(O)Cc1ccc(O)cc1.